Dataset: Experimentally validated miRNA-target interactions with 360,000+ pairs, plus equal number of negative samples. Task: Binary Classification. Given a miRNA mature sequence and a target amino acid sequence, predict their likelihood of interaction. The miRNA is hsa-miR-183-3p with sequence GUGAAUUACCGAAGGGCCAUAA. The protein sequence of the target gene is MVEDGAEELEDLVHFSVSELPSRGYGVMEEIRRQGKLCDVTLKIGDHKFSAHRIVLAASIPYFHAMFTNDMMECKQDEIVMQGMDPSALEALINFAYNGNLAIDQQNVQSLLMGASFLQLQSIKDACCTFLRERLHPKNCLGVRQFAETMMCAVLYDAANSFIHQHFVEVSLSEEFLALPLEDVLELVSRDELNVKSEEQVFEAALAWVRYDREQRGPCLPELLSNIRLPLCRPQFLSDRVQQDDLVRCCHKCRDLVDEAKDYHLMPERRPHLPAFRTRPRCCTSIAGLIYAVGGLNSAG.... Result: 0 (no interaction).